This data is from Reaction yield outcomes from USPTO patents with 853,638 reactions. The task is: Predict the reaction yield, written as a fraction of the theoretical maximum amount of product (1.0 means a 100% yield; for example, 0.34 means a 34% yield). (1) The reactants are [I:1][C:2]1[CH:3]=[CH:4][C:5]([NH:8]/[N:9]=[CH:10]/[C:11]2[CH:16]=[CH:15][CH:14]=[C:13]([O:17][CH2:18][CH2:19][N:20]3[CH2:25][CH2:24][O:23][CH2:22][CH2:21]3)[CH:12]=2)=[N:6][CH:7]=1.CCO. The catalyst is C(Cl)Cl. The product is [I:1][C:2]1[CH:3]=[CH:4][C:5]2[N:6]([C:10]([C:11]3[CH:16]=[CH:15][CH:14]=[C:13]([O:17][CH2:18][CH2:19][N:20]4[CH2:21][CH2:22][O:23][CH2:24][CH2:25]4)[CH:12]=3)=[N:9][N:8]=2)[CH:7]=1. The yield is 0.920. (2) The reactants are C[O:2][C:3](=O)[C:4]1[CH:9]=[C:8]([C:10]#[N:11])[CH:7]=[CH:6][C:5]=1[CH2:12][N:13]([CH2:22][C:23]1[C:28]([Cl:29])=[CH:27][CH:26]=[CH:25][N:24]=1)[CH2:14][C:15]1[C:20]([CH3:21])=[CH:19][CH:18]=[CH:17][N:16]=1.[Li+].[BH4-]. The catalyst is CO. The yield is 0.650. The product is [Cl:29][C:28]1[C:23]([CH2:22][N:13]([CH2:12][C:5]2[CH:6]=[CH:7][C:8]([C:10]#[N:11])=[CH:9][C:4]=2[CH2:3][OH:2])[CH2:14][C:15]2[C:20]([CH3:21])=[CH:19][CH:18]=[CH:17][N:16]=2)=[N:24][CH:25]=[CH:26][CH:27]=1. (3) The reactants are [CH3:1][N:2]([CH3:7])[CH2:3][C:4]([OH:6])=O.[Cl:8][C:9]1[CH:10]=[C:11]([NH:23][C:24]2[C:33]3[C:28](=[CH:29][CH:30]=[CH:31][C:32]=3[O:34][CH2:35][C@@H:36]3[CH2:40][CH2:39][CH2:38][N:37]3C(=O)CO)[N:27]=[CH:26][N:25]=2)[CH:12]=[CH:13][C:14]=1[O:15][CH2:16][C:17]1[CH:22]=[CH:21][CH:20]=[CH:19][N:18]=1. No catalyst specified. The product is [Cl:8][C:9]1[CH:10]=[C:11]([NH:23][C:24]2[C:33]3[C:28](=[CH:29][CH:30]=[CH:31][C:32]=3[O:34][CH2:35][C@@H:36]3[CH2:40][CH2:39][CH2:38][N:37]3[C:4](=[O:6])[CH2:3][N:2]([CH3:7])[CH3:1])[N:27]=[CH:26][N:25]=2)[CH:12]=[CH:13][C:14]=1[O:15][CH2:16][C:17]1[CH:22]=[CH:21][CH:20]=[CH:19][N:18]=1. The yield is 0.860. (4) The reactants are [C:1]1(=[CH:6][C:7](=[O:9])[CH3:8])[CH2:5][CH2:4][CH2:3][CH2:2]1.[C:10]1([CH2:15][C:16](=[O:18])[CH3:17])CCC[CH:11]=1.C(CC(=O)C)(=O)C. The catalyst is C1C=CC=CC=1.CCCCCCC.[Cl-].[Zn+2].[Cl-]. The product is [C:7]([CH:6]1[C:1]2([CH2:5][CH2:4][CH2:3][CH2:2]2)[CH2:17][C:16](=[O:18])[CH:15]=[C:10]1[CH3:11])(=[O:9])[CH3:8]. The yield is 0.0210. (5) The catalyst is O1CCOCC1. The product is [OH:34][NH:33][C:3]([C:5]1[S:9][C:8]([N:10]2[CH2:15][CH2:14][N:13]([S:16]([C:19]3[C:28]4[C:23](=[C:24]([N:29]([CH3:30])[CH3:31])[CH:25]=[CH:26][CH:27]=4)[CH:22]=[CH:21][CH:20]=3)(=[O:18])=[O:17])[CH2:12][CH2:11]2)=[N:7][CH:6]=1)=[O:4]. The reactants are CO[C:3]([C:5]1[S:9][C:8]([N:10]2[CH2:15][CH2:14][N:13]([S:16]([C:19]3[C:28]4[C:23](=[C:24]([N:29]([CH3:31])[CH3:30])[CH:25]=[CH:26][CH:27]=4)[CH:22]=[CH:21][CH:20]=3)(=[O:18])=[O:17])[CH2:12][CH2:11]2)=[N:7][CH:6]=1)=[O:4].Cl.[NH2:33][OH:34].C[O-].[Na+].CO.Cl. The yield is 0.0800. (6) The reactants are [I:1][C:2]1[CH:11]=[CH:10][C:5]([C:6](OC)=[O:7])=[C:4]([O:12][CH3:13])[CH:3]=1.CC(C[AlH]CC(C)C)C.[NH4+].[Cl-]. The catalyst is C1COCC1. The product is [I:1][C:2]1[CH:11]=[CH:10][C:5]([CH2:6][OH:7])=[C:4]([O:12][CH3:13])[CH:3]=1. The yield is 0.310. (7) The reactants are O[C:2]1[CH:3]=[C:4]([C:11]([O:13][CH2:14][CH3:15])=[O:12])[C:5]2[CH:10]=[N:9][NH:8][C:6]=2[N:7]=1.P(Br)(Br)([Br:18])=O.C([O-])([O-])=O.[Na+].[Na+]. The catalyst is CC#N.O. The product is [Br:18][C:2]1[CH:3]=[C:4]([C:11]([O:13][CH2:14][CH3:15])=[O:12])[C:5]2[CH:10]=[N:9][NH:8][C:6]=2[N:7]=1. The yield is 0.780. (8) The reactants are [CH:1]([C:3]1[CH:8]=[CH:7][C:6]([C:9]#[C:10][C:11]2[CH:36]=[CH:35][C:14]([C:15]([N:17]([CH3:34])[C@:18]([CH3:33])([C:23]([NH:25][O:26][CH:27]3[CH2:32][CH2:31][CH2:30][CH2:29][O:28]3)=[O:24])[C:19]([NH:21][CH3:22])=[O:20])=[O:16])=[CH:13][CH:12]=2)=[CH:5][CH:4]=1)=O.[CH2:37]1[CH2:43][O:42][CH2:41][CH2:40][NH:39][CH2:38]1.Cl.C(O[BH-](OC(=O)C)OC(=O)C)(=O)C.[Na+].[OH-].[Na+]. The catalyst is C(OCC)(=O)C.O.C(Cl)(Cl)Cl.C(O)(=O)C. The product is [CH3:22][NH:21][C:19](=[O:20])[C@:18]([CH3:33])([N:17]([CH3:34])[C:15](=[O:16])[C:14]1[CH:35]=[CH:36][C:11]([C:10]#[C:9][C:6]2[CH:7]=[CH:8][C:3]([CH2:1][N:39]3[CH2:38][CH2:37][CH2:43][O:42][CH2:41][CH2:40]3)=[CH:4][CH:5]=2)=[CH:12][CH:13]=1)[C:23]([NH:25][O:26][CH:27]1[CH2:32][CH2:31][CH2:30][CH2:29][O:28]1)=[O:24]. The yield is 0.690. (9) The reactants are [Cl:1][C:2]1[CH:8]=[CH:7][C:5]([NH2:6])=[C:4]([N+:9]([O-:11])=[O:10])[CH:3]=1.I[C:13]1[CH:18]=[CH:17][CH:16]=[CH:15][CH:14]=1.C(=O)([O-])[O-].[Cs+].[Cs+]. The catalyst is C1C=CC(/C=C/C(/C=C/C2C=CC=CC=2)=O)=CC=1.C1C=CC(/C=C/C(/C=C/C2C=CC=CC=2)=O)=CC=1.C1C=CC(/C=C/C(/C=C/C2C=CC=CC=2)=O)=CC=1.[Pd].[Pd].C1(P(C2C=CC=CC=2)C2C3OC4C(=CC=CC=4P(C4C=CC=CC=4)C4C=CC=CC=4)C(C)(C)C=3C=CC=2)C=CC=CC=1.O1CCOCC1. The product is [Cl:1][C:2]1[CH:8]=[CH:7][C:5]([NH:6][C:13]2[CH:18]=[CH:17][CH:16]=[CH:15][CH:14]=2)=[C:4]([N+:9]([O-:11])=[O:10])[CH:3]=1. The yield is 0.756. (10) The reactants are Br[C:2]1[C:7]([N:8]2[CH2:14][CH2:13][C:12](=[O:15])[NH:11][CH2:10][CH2:9]2)=[CH:6][CH:5]=[C:4]([O:16][CH3:17])[N:3]=1.[CH3:18][N:19]([CH3:29])[C:20]1[CH:25]=[CH:24][C:23](B(O)O)=[CH:22][CH:21]=1.C(=O)([O-])[O-].[Na+].[Na+].C1(C)C=CC=CC=1. The catalyst is [Cl-].[Na+].O.C1C=CC([P]([Pd]([P](C2C=CC=CC=2)(C2C=CC=CC=2)C2C=CC=CC=2)([P](C2C=CC=CC=2)(C2C=CC=CC=2)C2C=CC=CC=2)[P](C2C=CC=CC=2)(C2C=CC=CC=2)C2C=CC=CC=2)(C2C=CC=CC=2)C2C=CC=CC=2)=CC=1.O.C(O)C. The product is [CH3:18][N:19]([CH3:29])[C:20]1[CH:25]=[CH:24][C:23]([C:2]2[C:7]([N:8]3[CH2:14][CH2:13][C:12](=[O:15])[NH:11][CH2:10][CH2:9]3)=[CH:6][CH:5]=[C:4]([O:16][CH3:17])[N:3]=2)=[CH:22][CH:21]=1. The yield is 0.920.